From a dataset of Full USPTO retrosynthesis dataset with 1.9M reactions from patents (1976-2016). Predict the reactants needed to synthesize the given product. (1) Given the product [Cl:46][C:16]1[CH:15]=[CH:14][C:13]([O:12][CH2:11][C@H:10]([OH:47])[CH2:9][NH:8][CH3:7])=[CH:18][C:17]=1[C:19]1[N:24]=[C:23]([NH:25][CH2:26][C@@H:27]2[CH2:32][O:31][CH2:30][CH2:29][N:28]2[C:33]([O:35][CH2:36][CH3:37])=[O:34])[C:22]([CH3:38])=[C:21]([C:39]2[C:40]([CH3:45])=[N:41][O:42][C:43]=2[CH3:44])[N:20]=1.[CH:6]([OH:55])=[O:5], predict the reactants needed to synthesize it. The reactants are: C([O:5][C:6](=[O:55])[CH2:7][NH:8][CH2:9][C@@H:10]([O:47][Si](C(C)(C)C)(C)C)[CH2:11][O:12][C:13]1[CH:14]=[CH:15][C:16]([Cl:46])=[C:17]([C:19]2[N:24]=[C:23]([NH:25][CH2:26][C@H:27]3[CH2:32][O:31][CH2:30][CH2:29][N:28]3[C:33]([O:35][CH2:36][CH3:37])=[O:34])[C:22]([CH3:38])=[C:21]([C:39]3[C:40]([CH3:45])=[N:41][O:42][C:43]=3[CH3:44])[N:20]=2)[CH:18]=1)(C)(C)C. (2) Given the product [C:1]([N:27]1[C@@H:26]([CH2:19][C:20]2[CH:21]=[CH:22][CH:23]=[CH:24][CH:25]=2)[CH2:30][O:29][C:28]1=[O:31])(=[O:10])/[CH:2]=[CH:3]/[C:4]1[CH:9]=[CH:8][CH:7]=[CH:6][CH:5]=1, predict the reactants needed to synthesize it. The reactants are: [C:1](O)(=[O:10])/[CH:2]=[CH:3]/[C:4]1[CH:9]=[CH:8][CH:7]=[CH:6][CH:5]=1.CC(C)(C)C(Cl)=O.[CH2:19]([C@H:26]1[CH2:30][O:29][C:28](=[O:31])[NH:27]1)[C:20]1[CH:25]=[CH:24][CH:23]=[CH:22][CH:21]=1.C([Li])CCC. (3) Given the product [C:2]([O-:12])(=[O:11])/[CH:3]=[CH:4]/[C:5]1[CH:6]=[CH:7][CH:8]=[CH:9][CH:10]=1.[CH2:26]([N+:23]([CH2:13][CH2:14][CH2:15][CH2:16][CH2:17][CH2:18][CH2:19][CH2:20][CH2:21][CH3:22])([CH3:25])[CH3:24])[CH2:27][CH2:28][CH2:29][CH2:30][CH2:31][CH2:32][CH2:33][CH2:34][CH3:35], predict the reactants needed to synthesize it. The reactants are: O.[C:2]([OH:12])(=[O:11])/[CH:3]=[CH:4]/[C:5]1[CH:10]=[CH:9][CH:8]=[CH:7][CH:6]=1.[CH2:13]([N+:23]([CH2:26][CH2:27][CH2:28][CH2:29][CH2:30][CH2:31][CH2:32][CH2:33][CH2:34][CH3:35])([CH3:25])[CH3:24])[CH2:14][CH2:15][CH2:16][CH2:17][CH2:18][CH2:19][CH2:20][CH2:21][CH3:22].C(Cl)(Cl)Cl. (4) Given the product [Cl:1][C:2]1[CH:6]=[CH:5][S:4][C:3]=1[CH:7]1[CH:15]([C:14]([NH:31][C:30]2[CH:32]=[CH:33][CH:34]=[C:28]([O:27][CH3:26])[CH:29]=2)=[O:25])[C:16]2[C:17](=[CH:21][CH:22]=[CH:23][CH:24]=2)[C:18](=[O:20])[N:13]1[CH2:12][CH2:11][O:10][CH3:9], predict the reactants needed to synthesize it. The reactants are: [Cl:1][C:2]1[CH:6]=[CH:5][S:4][C:3]=1[CH:7]=O.[CH3:9][O:10][CH2:11][CH2:12][NH2:13].[C:14]1(=[O:25])[O:20][C:18](=O)[C:17]2=[CH:21][CH:22]=[CH:23][CH:24]=[C:16]2[CH2:15]1.[CH3:26][O:27][C:28]1[CH:29]=[C:30]([CH:32]=[CH:33][CH:34]=1)[NH2:31]. (5) Given the product [CH3:1][O:2][C:3]1[C:4]([O:28][CH3:29])=[CH:5][C:6]2[N:12]([CH3:13])[C:11](=[O:14])[CH2:10][N:9]=[C:8]([C:15]3[CH:20]=[CH:19][CH:18]=[C:17]([CH2:21][CH2:22][CH2:23][CH2:24][CH2:25][CH3:26])[CH:16]=3)[C:7]=2[CH:27]=1, predict the reactants needed to synthesize it. The reactants are: [CH3:1][O:2][C:3]1[C:4]([O:28][CH3:29])=[CH:5][C:6]2[N:12]([CH3:13])[C:11](=[O:14])[CH2:10][N:9]=[C:8]([C:15]3[CH:20]=[CH:19][CH:18]=[C:17]([C:21]#[C:22][CH2:23][CH2:24][CH2:25][CH3:26])[CH:16]=3)[C:7]=2[CH:27]=1.C(Cl)Cl.